Dataset: Forward reaction prediction with 1.9M reactions from USPTO patents (1976-2016). Task: Predict the product of the given reaction. (1) Given the reactants [CH2:1]([NH:9][C:10]([C:12]1[C:13]([C:18]2[CH:23]=[CH:22][CH:21]=[CH:20][C:19]=2[CH2:24][NH2:25])=[CH:14][CH:15]=[CH:16][CH:17]=1)=[O:11])[CH2:2][C:3]1[CH:8]=[CH:7][CH:6]=[CH:5][CH:4]=1.[F:26][C:27]1[CH:28]=[C:29]([S:33](Cl)(=[O:35])=[O:34])[CH:30]=[CH:31][CH:32]=1.C(NC(C1C(C2C=CC=CC=2C(S(C2C=CC=C(F)C=2)(=O)=O)N)=CC=CC=1)=O)CC1C=CC=CC=1, predict the reaction product. The product is: [CH2:1]([NH:9][C:10]([C:12]1[C:13]([C:18]2[CH:23]=[CH:22][CH:21]=[CH:20][C:19]=2[CH2:24][NH:25][S:33]([C:29]2[CH:30]=[CH:31][CH:32]=[C:27]([F:26])[CH:28]=2)(=[O:35])=[O:34])=[CH:14][CH:15]=[CH:16][CH:17]=1)=[O:11])[CH2:2][C:3]1[CH:4]=[CH:5][CH:6]=[CH:7][CH:8]=1. (2) Given the reactants C([O:3][C:4]([C:6]1[N:7]=[N:8][N:9]([C:11]2[CH:16]=[C:15]([Cl:17])[CH:14]=[CH:13][C:12]=2[NH:18][S:19]([C:22]2[CH:27]=[CH:26][C:25]([C:28]([CH3:31])([CH3:30])[CH3:29])=[CH:24][CH:23]=2)(=[O:21])=[O:20])[CH:10]=1)=[O:5])C.[OH-].[Na+], predict the reaction product. The product is: [C:28]([C:25]1[CH:26]=[CH:27][C:22]([S:19]([NH:18][C:12]2[CH:13]=[CH:14][C:15]([Cl:17])=[CH:16][C:11]=2[N:9]2[CH:10]=[C:6]([C:4]([OH:5])=[O:3])[N:7]=[N:8]2)(=[O:20])=[O:21])=[CH:23][CH:24]=1)([CH3:31])([CH3:29])[CH3:30]. (3) Given the reactants Cl[C:2]1[N:7]=[CH:6][N:5]=[C:4]([NH:8][C:9]2[CH:10]=[C:11]([CH:22]=[CH:23][CH:24]=2)[CH2:12][S:13](=[N:16][C:17](=[O:21])[O:18][CH2:19][CH3:20])([CH3:15])=[O:14])[N:3]=1.[CH3:25][O:26][C:27]1[CH:32]=[CH:31][CH:30]=[CH:29][C:28]=1B(O)O, predict the reaction product. The product is: [CH3:25][O:26][C:27]1[CH:32]=[CH:31][CH:30]=[CH:29][C:28]=1[C:2]1[N:7]=[CH:6][N:5]=[C:4]([NH:8][C:9]2[CH:10]=[C:11]([CH:22]=[CH:23][CH:24]=2)[CH2:12][S:13](=[N:16][C:17](=[O:21])[O:18][CH2:19][CH3:20])([CH3:15])=[O:14])[N:3]=1.